Task: Predict the product of the given reaction.. Dataset: Forward reaction prediction with 1.9M reactions from USPTO patents (1976-2016) (1) Given the reactants [C:1]([C:3]1[CH:4]=[C:5]2[C:9](=[CH:10][CH:11]=1)[N:8]([CH2:12][C:13]1[CH:18]=[CH:17][CH:16]=[C:15]([O:19][C:20]([F:23])([F:22])[F:21])[CH:14]=1)[C:7]([C:24]([OH:26])=O)=[CH:6]2)#[N:2].[NH2:27][C@H:28]([CH2:33][OH:34])[CH2:29][CH2:30][S:31][CH3:32], predict the reaction product. The product is: [OH:34][CH2:33][CH:28]([NH:27][C:24]([C:7]1[N:8]([CH2:12][C:13]2[CH:18]=[CH:17][CH:16]=[C:15]([O:19][C:20]([F:21])([F:23])[F:22])[CH:14]=2)[C:9]2[C:5]([CH:6]=1)=[CH:4][C:3]([C:1]#[N:2])=[CH:11][CH:10]=2)=[O:26])[CH2:29][CH2:30][S:31][CH3:32]. (2) Given the reactants [NH2:1][C:2]1[CH:7]=[CH:6][C:5]([C@@H:8]([CH2:13][CH3:14])[C:9]([O:11][CH3:12])=[O:10])=[C:4]([CH2:15][N:16]([CH3:58])[C:17](=[O:57])[CH:18]([NH:30][C:31]2[CH:32]=[C:33]3[C:38](=[CH:39][CH:40]=2)[C:37]([N:41]([C:49]([O:51][C:52]([CH3:55])([CH3:54])[CH3:53])=[O:50])[C:42]([O:44][C:45]([CH3:48])([CH3:47])[CH3:46])=[O:43])=[N:36][CH:35]=[C:34]3[F:56])[C:19]2[CH:24]=[CH:23][C:22]([C@@H:25]([CH3:28])[CH2:26][OH:27])=[C:21]([CH3:29])[CH:20]=2)[CH:3]=1.[C:59](Cl)(Cl)=[O:60], predict the reaction product. The product is: [C:52]([O:51][C:49]([N:41]([C:42]([O:44][C:45]([CH3:48])([CH3:46])[CH3:47])=[O:43])[C:37]1[C:38]2[C:33](=[CH:32][C:31]([NH:30][C@H:18]3[C:17](=[O:57])[N:16]([CH3:58])[CH2:15][C:4]4[CH:3]=[C:2]([CH:7]=[CH:6][C:5]=4[C@@H:8]([CH2:13][CH3:14])[C:9]([O:11][CH3:12])=[O:10])[NH:1][C:59](=[O:60])[O:27][CH2:26][C@H:25]([CH3:28])[C:22]4[CH:23]=[CH:24][C:19]3=[CH:20][C:21]=4[CH3:29])=[CH:40][CH:39]=2)[C:34]([F:56])=[CH:35][N:36]=1)=[O:50])([CH3:55])([CH3:54])[CH3:53]. (3) Given the reactants [CH2:1]([C:8]1[C:17]2[C:12](=[CH:13][C:14]([O:20][CH3:21])=[CH:15][C:16]=2[O:18][CH3:19])[C:11](=O)[NH:10][N:9]=1)[C:2]1[CH:7]=[CH:6][CH:5]=[CH:4][CH:3]=1.P(Cl)(Cl)([Cl:25])=O, predict the reaction product. The product is: [CH2:1]([C:8]1[C:17]2[C:12](=[CH:13][C:14]([O:20][CH3:21])=[CH:15][C:16]=2[O:18][CH3:19])[C:11]([Cl:25])=[N:10][N:9]=1)[C:2]1[CH:7]=[CH:6][CH:5]=[CH:4][CH:3]=1. (4) Given the reactants [CH:1]([C:4]1[C:5](N)=[N:6][CH:7]=[CH:8][CH:9]=1)([CH3:3])[CH3:2].[N+:11]([O-])([OH:13])=[O:12].[OH2:15], predict the reaction product. The product is: [CH:1]([C:4]1[C:5]([OH:15])=[N:6][CH:7]=[C:8]([N+:11]([O-:13])=[O:12])[CH:9]=1)([CH3:3])[CH3:2]. (5) Given the reactants [F:1][C:2]1[C:7]([F:8])=[C:6]([CH:9]([CH3:14])[C:10]([O:12]C)=[O:11])[CH:5]=[CH:4][C:3]=1[C:15]1[CH:20]=[CH:19][C:18]([OH:21])=[CH:17][CH:16]=1.Br[CH2:23][C:24]1[C:29]([C:30]([O:32]C(C)(C)C)=[O:31])=[C:28]([O:37]C(OC(C)(C)C)=O)[C:27]([C:45]([F:48])([F:47])[F:46])=[CH:26][CH:25]=1, predict the reaction product. The product is: [C:3]([O:32][C:30]([C:29]1[C:28]([OH:37])=[C:27]([C:45]([F:46])([F:48])[F:47])[CH:26]=[CH:25][C:24]=1[CH2:23][O:21][C:18]1[CH:19]=[CH:20][C:15]([C:3]2[CH:4]=[CH:5][C:6]([CH:9]([CH3:14])[C:10]([OH:12])=[O:11])=[C:7]([F:8])[C:2]=2[F:1])=[CH:16][CH:17]=1)=[O:31])([CH3:15])([CH3:4])[CH3:2].